This data is from Reaction yield outcomes from USPTO patents with 853,638 reactions. The task is: Predict the reaction yield, written as a fraction of the theoretical maximum amount of product (1.0 means a 100% yield; for example, 0.34 means a 34% yield). (1) The reactants are [C:1]([C:3]1[CH:8]=[CH:7][C:6]([C:9]2[C:14]([C:15]#[N:16])=[C:13]([C:17]3[CH:22]=[CH:21][C:20]([OH:23])=[CH:19][C:18]=3[F:24])[N:12]=[C:11]3[NH:25][N:26]=[CH:27][C:10]=23)=[CH:5][CH:4]=1)#[N:2].[OH-:28].[K+].Cl. The catalyst is C(O)(C)(C)C.O. The product is [C:15]([C:14]1[C:9]([C:6]2[CH:5]=[CH:4][C:3]([C:1]([NH2:2])=[O:28])=[CH:8][CH:7]=2)=[C:10]2[CH:27]=[N:26][NH:25][C:11]2=[N:12][C:13]=1[C:17]1[CH:22]=[CH:21][C:20]([OH:23])=[CH:19][C:18]=1[F:24])#[N:16]. The yield is 0.300. (2) The reactants are Br[C:2]1[CH:3]=[C:4]2[C:9](=[C:10]([CH:12]=[O:13])[CH:11]=1)[O:8][C:7]([CH3:15])([CH3:14])[CH2:6][C:5]2([CH3:17])[CH3:16].C(N(CC)CC)C.O1CCCC1.[CH3:30][Si:31]([C:34]#[CH:35])([CH3:33])[CH3:32]. The catalyst is CCCCCC.[Cu]I.Cl[Pd](Cl)([P](C1C=CC=CC=1)(C1C=CC=CC=1)C1C=CC=CC=1)[P](C1C=CC=CC=1)(C1C=CC=CC=1)C1C=CC=CC=1.C(OCC)(=O)C. The product is [CH3:30][Si:31]([C:34]#[C:35][C:2]1[CH:3]=[C:4]2[C:9](=[C:10]([CH:12]=[O:13])[CH:11]=1)[O:8][C:7]([CH3:15])([CH3:14])[CH2:6][C:5]2([CH3:17])[CH3:16])([CH3:33])[CH3:32]. The yield is 0.990. (3) The reactants are [Br:1][C:2]1[C:3]([F:11])=[C:4]([CH:8]=[CH:9][CH:10]=1)[C:5]([OH:7])=[O:6].OS(O)(=O)=O.[CH2:17](O)[CH3:18]. The catalyst is CCOC(C)=O. The product is [Br:1][C:2]1[C:3]([F:11])=[C:4]([CH:8]=[CH:9][CH:10]=1)[C:5]([O:7][CH2:17][CH3:18])=[O:6]. The yield is 0.920. (4) The reactants are C[O:2][C:3](=[O:39])[C:4]1[CH:9]=[CH:8][CH:7]=[CH:6][C:5]=1[O:10][C:11]1[CH:16]=[CH:15][CH:14]=[C:13]([O:17][CH2:18][CH2:19][CH2:20][O:21][C:22]2[CH:27]=[C:26]([OH:28])[C:25]([C:29]3[S:30][CH:31]=[CH:32][N:33]=3)=[CH:24][C:23]=2[CH2:34][CH3:35])[C:12]=1[CH2:36][CH2:37][CH3:38].[OH-].[Li+]. The catalyst is CO.O1CCOCC1. The product is [CH2:34]([C:23]1[CH:24]=[C:25]([C:29]2[S:30][CH:31]=[CH:32][N:33]=2)[C:26]([OH:28])=[CH:27][C:22]=1[O:21][CH2:20][CH2:19][CH2:18][O:17][C:13]1[C:12]([CH2:36][CH2:37][CH3:38])=[C:11]([CH:16]=[CH:15][CH:14]=1)[O:10][C:5]1[CH:6]=[CH:7][CH:8]=[CH:9][C:4]=1[C:3]([OH:39])=[O:2])[CH3:35]. The yield is 0.690. (5) The reactants are [C:1]([C:3]1[CH:8]=[CH:7][C:6]([CH3:9])=[CH:5][CH:4]=1)#[CH:2].[C:10]1(C#C)[CH:15]=[CH:14][CH:13]=[CH:12][CH:11]=1.C(#N)C1C=CC=CC=1. No catalyst specified. The product is [CH3:9][C:6]1[CH:7]=[CH:8][C:3]([C:1]#[C:2][C:10]2[CH:15]=[CH:14][CH:13]=[CH:12][CH:11]=2)=[CH:4][CH:5]=1. The yield is 0.810. (6) The product is [CH3:1][C:2]1[CH:6]=[C:5]([CH3:7])[N:4]([CH:15]([CH3:21])[C:16]([O:18][CH2:19][CH3:20])=[O:17])[N:3]=1. The catalyst is C(#N)C. The yield is 0.710. The reactants are [CH3:1][C:2]1[CH:6]=[C:5]([CH3:7])[NH:4][N:3]=1.C([O-])([O-])=O.[K+].[K+].Br[CH:15]([CH3:21])[C:16]([O:18][CH2:19][CH3:20])=[O:17].II. (7) The reactants are [F:1][C:2]([F:14])([F:13])[C:3]1[CH:12]=[CH:11][C:6]2[N:7]=[C:8]([NH2:10])[S:9][C:5]=2[CH:4]=1.[Cl:15][C:16]1[CH:17]=[C:18]([CH:22]=[C:23]([Cl:25])[CH:24]=1)[C:19](Cl)=[O:20].Br[CH:27]([CH2:32][CH3:33])[C:28]([O:30]C)=[O:29].COC1C=CC2N=C(N)SC=2C=1.ClC1C=C(C=CC=1)C(Cl)=O.BrCC(OCC)=O. No catalyst specified. The product is [Cl:15][C:16]1[CH:17]=[C:18]([CH:22]=[C:23]([Cl:25])[CH:24]=1)[C:19]([N:10]=[C:8]1[N:7]([CH:27]([CH2:32][CH3:33])[C:28]([OH:30])=[O:29])[C:6]2[CH:11]=[CH:12][C:3]([C:2]([F:1])([F:13])[F:14])=[CH:4][C:5]=2[S:9]1)=[O:20]. The yield is 0.250. (8) The reactants are [NH2:1][C:2]1[CH:3]=[C:4]([C:8]2[N:16]([CH2:17][C:18]3[C:23]([F:24])=[CH:22][CH:21]=[CH:20][C:19]=3[Cl:25])[C:15]3[C:14](=[O:26])[N:13]([CH3:27])[C:12](=[O:28])[N:11]([CH3:29])[C:10]=3[N:9]=2)[CH:5]=[CH:6][CH:7]=1.[C:30](OC(=O)C)(=[O:32])[CH3:31]. The catalyst is C(Cl)Cl. The product is [Cl:25][C:19]1[CH:20]=[CH:21][CH:22]=[C:23]([F:24])[C:18]=1[CH2:17][N:16]1[C:15]2[C:14](=[O:26])[N:13]([CH3:27])[C:12](=[O:28])[N:11]([CH3:29])[C:10]=2[N:9]=[C:8]1[C:4]1[CH:3]=[C:2]([NH:1][C:30](=[O:32])[CH3:31])[CH:7]=[CH:6][CH:5]=1. The yield is 0.150. (9) The reactants are [NH2:1][C:2]1[C:3](=[O:16])[NH:4][C:5](=[S:15])[N:6]([CH2:9][CH:10]([O:12][CH2:13][CH3:14])[CH3:11])[C:7]=1[NH2:8].[CH:17](O)=O. No catalyst specified. The product is [CH2:13]([O:12][CH:10]([CH3:11])[CH2:9][N:6]1[C:7]2[N:8]=[CH:17][NH:1][C:2]=2[C:3](=[O:16])[NH:4][C:5]1=[S:15])[CH3:14]. The yield is 0.290. (10) The reactants are CCCCCC.[C:7]([O:11][C:12](=[O:25])[NH:13][C:14]1[CH:19]=[C:18]([C:20]([F:23])([F:22])[F:21])[CH:17]=[CH:16][C:15]=1Br)([CH3:10])([CH3:9])[CH3:8].[CH:26](=[O:28])[CH3:27].[Cl-].[NH4+]. The catalyst is C1COCC1.O. The product is [C:7]([O:11][C:12](=[O:25])[NH:13][C:14]1[CH:19]=[C:18]([C:20]([F:23])([F:22])[F:21])[CH:17]=[CH:16][C:15]=1[CH:26]([OH:28])[CH3:27])([CH3:10])([CH3:9])[CH3:8]. The yield is 0.580.